From a dataset of Full USPTO retrosynthesis dataset with 1.9M reactions from patents (1976-2016). Predict the reactants needed to synthesize the given product. (1) Given the product [Br:1][C:2]1[CH:11]=[C:6]2[C:5](=[CH:4][CH:3]=1)[N:12]([CH2:21][C:22]1[CH:27]=[CH:26][C:25]([O:28][CH3:29])=[CH:24][CH:23]=1)[C:13](=[O:20])[C:14]([C:15]1[S:16][CH:17]=[CH:18][CH:19]=1)=[C:7]2[OH:8], predict the reactants needed to synthesize it. The reactants are: [Br:1][C:2]1[CH:3]=[CH:4][C:5]([N:12]([CH2:21][C:22]2[CH:27]=[CH:26][C:25]([O:28][CH3:29])=[CH:24][CH:23]=2)[C:13](=[O:20])[CH2:14][C:15]2[S:16][CH:17]=[CH:18][CH:19]=2)=[C:6]([CH:11]=1)[C:7](OC)=[O:8].CC(C)([O-])C.[K+].Cl. (2) Given the product [F:20][C:21]1[CH:26]=[CH:25][C:24]([NH:27][C:28](=[O:29])[NH:1][C:2]2[CH:3]=[CH:4][C:5]([C:8]3[C:16]4[C:11](=[CH:12][N:13]=[CH:14][CH:15]=4)[NH:10][C:9]=3[C:17]([NH2:19])=[O:18])=[CH:6][CH:7]=2)=[CH:23][C:22]=1[C:30]([F:31])([F:32])[F:33], predict the reactants needed to synthesize it. The reactants are: [NH2:1][C:2]1[CH:7]=[CH:6][C:5]([C:8]2[C:16]3[C:11](=[CH:12][N:13]=[CH:14][CH:15]=3)[NH:10][C:9]=2[C:17]([NH2:19])=[O:18])=[CH:4][CH:3]=1.[F:20][C:21]1[CH:26]=[CH:25][C:24]([N:27]=[C:28]=[O:29])=[CH:23][C:22]=1[C:30]([F:33])([F:32])[F:31]. (3) Given the product [Cl:1][C:2]1[CH:22]=[CH:21][C:5]([O:6][CH:7]2[CH2:8][CH2:9][N:10]([C:13]([O:15][C:16]([CH3:18])([CH3:17])[CH3:19])=[O:14])[CH:11]([CH3:24])[CH2:12]2)=[CH:4][CH:3]=1, predict the reactants needed to synthesize it. The reactants are: [Cl:1][C:2]1[CH:22]=[CH:21][C:5]([O:6][CH:7]2[CH2:12][CH2:11][N:10]([C:13]([O:15][C:16]([CH3:19])([CH3:18])[CH3:17])=[O:14])[CH2:9][CH:8]2C)=[CH:4][CH:3]=1.O[CH:24]1CCN(C(OC(C)(C)C)=O)C(C)C1.Cl.ClC1C=CC(OC2CCNC(C)C2)=CC=1. (4) The reactants are: [CH2:1]([OH:4])[CH2:2][OH:3].[H-].[Na+].Br[CH2:8][CH2:9][CH2:10][O:11][C:12]([C:25]1[CH:30]=[CH:29][CH:28]=[CH:27][CH:26]=1)([C:19]1[CH:24]=[CH:23][CH:22]=[CH:21][CH:20]=1)[C:13]1[CH:18]=[CH:17][CH:16]=[CH:15][CH:14]=1. Given the product [C:12]([O:11][CH2:10][CH2:9][CH2:8][O:3][CH2:2][CH2:1][OH:4])([C:19]1[CH:20]=[CH:21][CH:22]=[CH:23][CH:24]=1)([C:25]1[CH:30]=[CH:29][CH:28]=[CH:27][CH:26]=1)[C:13]1[CH:14]=[CH:15][CH:16]=[CH:17][CH:18]=1, predict the reactants needed to synthesize it. (5) Given the product [ClH:2].[Cl:29][C:8]1[CH:7]=[C:6]([C:9]2[CH:13]=[C:12]([C:14]([NH:16][C:17]3[CH:18]=[CH:19][C:20]([C@H:23]4[O:28][CH2:27][CH2:26][NH:25][CH2:24]4)=[CH:21][CH:22]=3)=[O:15])[NH:11][N:10]=2)[CH:5]=[CH:4][CH:3]=1, predict the reactants needed to synthesize it. The reactants are: Cl.[Cl:2][C:3]1[CH:8]=[CH:7][C:6]([C:9]2[CH:13]=[C:12]([C:14]([NH:16][C:17]3[CH:22]=[CH:21][C:20]([C@H:23]4[O:28][CH2:27][CH2:26][NH:25][CH2:24]4)=[CH:19][CH:18]=3)=[O:15])[NH:11][N:10]=2)=[CH:5][CH:4]=1.[Cl:29]C1C=C(C2C=C(C(O)=O)NN=2)C=CC=1. (6) Given the product [C:10]([C:14]1[CH:15]=[C:16]([NH:20][C:21]([NH:23][CH2:24][C:25]2[CH:30]=[CH:29][CH:28]=[CH:27][C:26]=2[NH:31][C:32]2[CH:33]=[C:34]3[C:38](=[CH:39][CH:40]=2)[N:37]([CH2:41][CH2:42][CH2:43][NH:48][CH:45]([CH3:47])[CH3:46])[N:36]=[CH:35]3)=[O:61])[N:17]([CH3:19])[N:18]=1)([CH3:13])([CH3:12])[CH3:11], predict the reactants needed to synthesize it. The reactants are: CS(OS(C)(=O)=O)(=O)=O.[C:10]([C:14]1[CH:15]=[C:16]([NH:20][C:21]([NH:23][CH2:24][C:25]2[CH:30]=[CH:29][CH:28]=[CH:27][C:26]=2[NH:31][C:32]2[CH:33]=[C:34]3[C:38](=[CH:39][CH:40]=2)[N:37]([CH2:41][CH2:42][CH2:43]O)[N:36]=[CH:35]3)=O)[N:17]([CH3:19])[N:18]=1)([CH3:13])([CH3:12])[CH3:11].[CH:45]([N:48](C(C)C)CC)([CH3:47])[CH3:46].C(N)(C)C.CC#N.[OH2:61].